This data is from Forward reaction prediction with 1.9M reactions from USPTO patents (1976-2016). The task is: Predict the product of the given reaction. (1) The product is: [CH3:13][N:6]1[C:7]2=[N:8][CH:9]=[CH:10][CH:11]=[C:12]2[C:4]([CH:3]=[O:34])=[C:5]1[C:14]1[CH:19]=[CH:18][CH:17]=[CH:16][CH:15]=1. Given the reactants CN(C)[CH2:3][C:4]1[C:12]2[C:7](=[N:8][CH:9]=[CH:10][CH:11]=2)[N:6]([CH3:13])[C:5]=1[C:14]1[CH:19]=[CH:18][CH:17]=[CH:16][CH:15]=1.C1N2CN3CN(C2)CN1C3.C(O)(=[O:34])CC, predict the reaction product. (2) Given the reactants [F:1][C:2]([F:17])([F:16])[C:3]1[CH:8]=[CH:7][CH:6]=[CH:5][C:4]=1[C:9]1[O:13][C:12]([CH:14]=O)=[CH:11][CH:10]=1.[C:18]([NH:21][NH2:22])([NH2:20])=[NH:19].[ClH:23], predict the reaction product. The product is: [ClH:23].[F:1][C:2]([F:17])([F:16])[C:3]1[CH:8]=[CH:7][CH:6]=[CH:5][C:4]=1[C:9]1[O:13][C:12]([CH:14]=[N:22][NH:21][C:18]([NH2:20])=[NH:19])=[CH:11][CH:10]=1.